Dataset: Catalyst prediction with 721,799 reactions and 888 catalyst types from USPTO. Task: Predict which catalyst facilitates the given reaction. (1) Reactant: [Cl:1][C:2]1[CH:26]=[CH:25][C:5]([CH2:6][C:7]2[C:8]([C@H:13]3[CH2:17][CH2:16][CH2:15][N:14]3C(OC(C)(C)C)=O)=[N:9][CH:10]=[N:11][CH:12]=2)=[CH:4][CH:3]=1.Cl. Product: [ClH:1].[Cl:1][C:2]1[CH:26]=[CH:25][C:5]([CH2:6][C:7]2[C:8]([C@H:13]3[CH2:17][CH2:16][CH2:15][NH:14]3)=[N:9][CH:10]=[N:11][CH:12]=2)=[CH:4][CH:3]=1. The catalyst class is: 12. (2) Reactant: [CH:1]1([C@@H:5]([NH:7][S:8]([C:10]([CH3:13])([CH3:12])[CH3:11])=[O:9])[CH3:6])[CH2:4][CH2:3][CH2:2]1.[H-].[Na+].Br[CH2:17][C:18]1[CH:23]=[CH:22][C:21]([O:24][CH3:25])=[CH:20][CH:19]=1. Product: [CH:1]1([C@@H:5]([N:7]([CH2:17][C:18]2[CH:23]=[CH:22][C:21]([O:24][CH3:25])=[CH:20][CH:19]=2)[S:8]([C:10]([CH3:12])([CH3:11])[CH3:13])=[O:9])[CH3:6])[CH2:4][CH2:3][CH2:2]1. The catalyst class is: 3. (3) Reactant: [C:1]([N:4]1[C:13]2[C:8](=[CH:9][C:10]([C:14]3[CH:19]=[CH:18][C:17]([CH2:20][C:21](O)=[O:22])=[CH:16][CH:15]=3)=[CH:11][CH:12]=2)[C@H:7]([NH:24][C:25]([O:27][CH:28]([CH3:30])[CH3:29])=[O:26])[CH2:6][C@@H:5]1[CH3:31])(=[O:3])[CH3:2].CN(C(ON1N=NC2C=CC=NC1=2)=[N+](C)C)C.F[P-](F)(F)(F)(F)F.CCN(C(C)C)C(C)C.[NH2:65][CH2:66][CH2:67][NH:68][C:69](=[O:75])[O:70][C:71]([CH3:74])([CH3:73])[CH3:72]. Product: [C:1]([N:4]1[C:13]2[C:8](=[CH:9][C:10]([C:14]3[CH:19]=[CH:18][C:17]([CH2:20][C:21]([NH:65][CH2:66][CH2:67][NH:68][C:69]([O:70][C:71]([CH3:72])([CH3:74])[CH3:73])=[O:75])=[O:22])=[CH:16][CH:15]=3)=[CH:11][CH:12]=2)[C@H:7]([NH:24][C:25](=[O:26])[O:27][CH:28]([CH3:29])[CH3:30])[CH2:6][C@@H:5]1[CH3:31])(=[O:3])[CH3:2]. The catalyst class is: 3. (4) Reactant: CS([O:5][CH2:6][C:7]1[CH:12]=[N:11][CH:10]=[CH:9][N:8]=1)(=O)=O.Cl.Cl.[CH3:15][N:16]([CH2:18][C:19]([N:21]1[CH2:26][CH2:25][CH:24]([O:27][C:28]2[CH:29]=[C:30]3[C:35](=[CH:36][CH:37]=2)[N:34]=[CH:33][N:32]=[C:31]3[NH:38][C:39]2[CH:44]=[CH:43][C:42](O)=[C:41]([O:46][CH3:47])[CH:40]=2)[CH2:23][CH2:22]1)=[O:20])[CH3:17].C(=O)([O-])[O-].[K+].[K+]. Product: [CH3:17][N:16]([CH2:18][C:19]([N:21]1[CH2:22][CH2:23][CH:24]([O:27][C:28]2[CH:29]=[C:30]3[C:35](=[CH:36][CH:37]=2)[N:34]=[CH:33][N:32]=[C:31]3[NH:38][C:39]2[CH:44]=[CH:43][C:42]([O:5][CH2:6][C:7]3[CH:12]=[N:11][CH:10]=[CH:9][N:8]=3)=[C:41]([O:46][CH3:47])[CH:40]=2)[CH2:25][CH2:26]1)=[O:20])[CH3:15]. The catalyst class is: 44.